Predict the reactants needed to synthesize the given product. From a dataset of Full USPTO retrosynthesis dataset with 1.9M reactions from patents (1976-2016). (1) Given the product [ClH:24].[CH3:22][C:16]1[C:17]([CH3:21])=[CH:18][CH:19]=[CH:20][C:15]=1[CH2:13][C:12]1[N:8]=[CH:9][NH:10][CH:11]=1, predict the reactants needed to synthesize it. The reactants are: C([N:8]1[C:12]([CH:13]([C:15]2[CH:20]=[CH:19][CH:18]=[C:17]([CH3:21])[C:16]=2[CH3:22])O)=[CH:11][N:10]=[CH:9]1)C1C=CC=CC=1.O.[ClH:24].[H][H]. (2) Given the product [NH2:28][C:19]1[CH:20]=[CH:21][C:22]([O:24][CH:25]([F:27])[F:26])=[CH:23][C:18]=1[CH2:17][CH2:16][C:9]1[CH:8]=[C:7]([O:6][CH:5]([F:4])[F:31])[CH:12]=[CH:11][C:10]=1[NH2:13], predict the reactants needed to synthesize it. The reactants are: O.NN.[F:4][CH:5]([F:31])[O:6][C:7]1[CH:12]=[CH:11][C:10]([N+:13]([O-])=O)=[C:9]([CH2:16][CH2:17][C:18]2[CH:23]=[C:22]([O:24][CH:25]([F:27])[F:26])[CH:21]=[CH:20][C:19]=2[N+:28]([O-])=O)[CH:8]=1. (3) Given the product [F:13][C:14]1[CH:15]=[CH:16][C:17]([C@@H:20]([N:22]2[CH2:27][CH2:26][CH2:25][CH:24]([C:32](=[O:47])[C:33]3[CH:38]=[CH:37][C:36]([N:39]4[CH:43]=[C:42]([CH3:44])[N:41]=[CH:40]4)=[C:35]([O:45][CH3:46])[CH:34]=3)[C:23]2=[O:28])[CH3:21])=[CH:18][CH:19]=1, predict the reactants needed to synthesize it. The reactants are: C(NC(C)C)(C)C.C([Li])CCC.[F:13][C:14]1[CH:19]=[CH:18][C:17]([CH:20]([N:22]2[CH2:27][CH2:26][CH2:25][CH2:24][C:23]2=[O:28])[CH3:21])=[CH:16][CH:15]=1.CON(C)[C:32](=[O:47])[C:33]1[CH:38]=[CH:37][C:36]([N:39]2[CH:43]=[C:42]([CH3:44])[N:41]=[CH:40]2)=[C:35]([O:45][CH3:46])[CH:34]=1. (4) Given the product [CH3:30][O:29][C:26]1[CH:27]=[CH:28][C:23]([N:7]2[CH2:8][CH:4]3[CH:5]([CH2:1][N:2]([C:9]([C:11]4[CH:16]=[CH:15][CH:14]=[CH:13][C:12]=4[C:17]4[S:18][CH:19]=[CH:20][CH:21]=4)=[O:10])[CH2:3]3)[CH2:6]2)=[N:24][CH:25]=1, predict the reactants needed to synthesize it. The reactants are: [CH2:1]1[CH:5]2[CH2:6][NH:7][CH2:8][CH:4]2[CH2:3][N:2]1[C:9]([C:11]1[CH:16]=[CH:15][CH:14]=[CH:13][C:12]=1[C:17]1[S:18][CH:19]=[CH:20][CH:21]=1)=[O:10].Cl[C:23]1[CH:28]=[CH:27][C:26]([O:29][CH3:30])=[CH:25][N:24]=1. (5) Given the product [CH2:1]([O:3][C:4](=[O:28])[C:5]([O:8][C:9]1[CH:10]=[CH:11][C:12]([C:15]([Br:30])([C:17](=[O:27])[NH:18][C:19]2[CH:20]=[C:21]([CH3:26])[CH:22]=[C:23]([CH3:25])[CH:24]=2)[O:16][CH2:39][CH3:40])=[CH:13][CH:14]=1)([CH3:7])[CH3:6])[CH3:2], predict the reactants needed to synthesize it. The reactants are: [CH2:1]([O:3][C:4](=[O:28])[C:5]([O:8][C:9]1[CH:14]=[CH:13][C:12]([CH:15]([C:17](=[O:27])[NH:18][C:19]2[CH:24]=[C:23]([CH3:25])[CH:22]=[C:21]([CH3:26])[CH:20]=2)[OH:16])=[CH:11][CH:10]=1)([CH3:7])[CH3:6])[CH3:2].[Pb](Br)(Br)[Br:30].C(Cl)Cl.C(O[CH2:39][CH3:40])C. (6) The reactants are: Cl[C:2]1[C:3]2[CH:10]=[C:9]([C:11]3[CH:16]=[CH:15][C:14]([N:17]4[CH2:22][CH2:21][O:20][CH2:19][CH2:18]4)=[CH:13][CH:12]=3)[N:8](S(C3C=CC=CC=3)(=O)=O)[C:4]=2[N:5]=[CH:6][N:7]=1.[OH:32][CH:33]1[CH2:36][N:35]([C:37]2[CH:44]=[CH:43][C:42](B3OC(C)(C)C(C)(C)O3)=[CH:41][C:38]=2[C:39]#[N:40])[CH2:34]1.C([O-])([O-])=O.[Cs+].[Cs+]. Given the product [OH:32][CH:33]1[CH2:34][N:35]([C:37]2[CH:44]=[CH:43][C:42]([C:2]3[C:3]4[CH:10]=[C:9]([C:11]5[CH:12]=[CH:13][C:14]([N:17]6[CH2:22][CH2:21][O:20][CH2:19][CH2:18]6)=[CH:15][CH:16]=5)[NH:8][C:4]=4[N:5]=[CH:6][N:7]=3)=[CH:41][C:38]=2[C:39]#[N:40])[CH2:36]1, predict the reactants needed to synthesize it.